This data is from Reaction yield outcomes from USPTO patents with 853,638 reactions. The task is: Predict the reaction yield, written as a fraction of the theoretical maximum amount of product (1.0 means a 100% yield; for example, 0.34 means a 34% yield). The product is [CH2:15]([O:14][C:12](=[O:13])[C:11]1[CH:17]=[CH:18][C:8]([N:1]2[CH2:6][CH2:5][O:4][CH2:3][CH2:2]2)=[CH:9][CH:10]=1)[CH3:16]. The reactants are [NH:1]1[CH2:6][CH2:5][O:4][CH2:3][CH2:2]1.F[C:8]1[CH:18]=[CH:17][C:11]([C:12]([O:14][CH2:15][CH3:16])=[O:13])=[CH:10][CH:9]=1.FC1C=CC(C([O-])=O)=CC=1. The yield is 0.890. The catalyst is O.